This data is from Full USPTO retrosynthesis dataset with 1.9M reactions from patents (1976-2016). The task is: Predict the reactants needed to synthesize the given product. The reactants are: [Br:1][C:2]1[CH:9]=[CH:8][C:5]([CH:6]=[O:7])=[C:4](F)[CH:3]=1.[C:11]1([OH:17])[CH:16]=[CH:15][CH:14]=[CH:13][CH:12]=1.C(=O)([O-])[O-].[K+].[K+].CN(C)C(=O)C. Given the product [Br:1][C:2]1[CH:9]=[CH:8][C:5]([CH:6]=[O:7])=[C:4]([O:17][C:11]2[CH:16]=[CH:15][CH:14]=[CH:13][CH:12]=2)[CH:3]=1, predict the reactants needed to synthesize it.